From a dataset of Retrosynthesis with 50K atom-mapped reactions and 10 reaction types from USPTO. Predict the reactants needed to synthesize the given product. The reactants are: CC(C)(SCC[C@H]1CCOC1)C(=O)O.C[C@H](OC1CCCCO1)C(C)(C)c1cc(N)on1. Given the product C[C@H](OC1CCCCO1)C(C)(C)c1cc(NC(=O)C(C)(C)SCC[C@H]2CCOC2)on1, predict the reactants needed to synthesize it.